Dataset: Catalyst prediction with 721,799 reactions and 888 catalyst types from USPTO. Task: Predict which catalyst facilitates the given reaction. Reactant: C(N1[C@H:12]([CH3:13])[C@H:11]([C:14]2[CH:19]=[CH:18][CH:17]=[CH:16][CH:15]=2)OC1=O)(=O)CCCCC.Cl.[CH2:22]([O:24][C:25](=[O:36])[C@H:26]([CH2:28][CH2:29][C:30]1[CH:35]=[CH:34][CH:33]=[CH:32][CH:31]=1)[NH2:27])[CH3:23].CN(C([O:44]N1N=NC2C=CC=NC1=2)=[N+](C)C)C.F[P-](F)(F)(F)(F)F.CN1CCOCC1. Product: [CH2:11]([C@H:14]([CH2:15][CH2:16][CH2:17][CH3:18])[C:19]([NH:27][C@@H:26]([CH2:28][CH2:29][C:30]1[CH:35]=[CH:34][CH:33]=[CH:32][CH:31]=1)[C:25]([O:24][CH2:22][CH3:23])=[O:36])=[O:44])[CH:12]=[CH2:13]. The catalyst class is: 3.